Dataset: Reaction yield outcomes from USPTO patents with 853,638 reactions. Task: Predict the reaction yield, written as a fraction of the theoretical maximum amount of product (1.0 means a 100% yield; for example, 0.34 means a 34% yield). (1) The catalyst is CS(C)=O.[Cl-].[Na+].O. The product is [CH3:31][N:32]([CH3:38])[C@H:33]1[CH2:37][CH2:36][N:35]([C:2]2[C:3]([C:18]3[CH:23]=[CH:22][CH:21]=[CH:20][CH:19]=3)=[C:4]([CH3:17])[C:5]([C:15]#[N:16])=[C:6]3[C:10]=2[O:9][C:8]([C:11]([OH:14])([CH3:13])[CH3:12])=[N:7]3)[CH2:34]1. The reactants are F[C:2]1[C:3]([C:18]2[CH:23]=[CH:22][CH:21]=[CH:20][CH:19]=2)=[C:4]([CH3:17])[C:5]([C:15]#[N:16])=[C:6]2[C:10]=1[O:9][C:8]([C:11]([OH:14])([CH3:13])[CH3:12])=[N:7]2.C(N(CC)CC)C.[CH3:31][N:32]([CH3:38])[C@H:33]1[CH2:37][CH2:36][NH:35][CH2:34]1.C(OCC)(=O)C. The yield is 0.910. (2) The reactants are [C:1]([Si:5](Cl)([C:12]1[CH:17]=[CH:16][CH:15]=[CH:14][CH:13]=1)[C:6]1[CH:11]=[CH:10][CH:9]=[CH:8][CH:7]=1)([CH3:4])([CH3:3])[CH3:2].[CH3:19][NH:20][CH2:21][CH2:22][OH:23].N1C=CN=C1. The catalyst is CN(C)C=O. The product is [O:23]([CH2:22][CH2:21][NH:20][CH3:19])[Si:5]([C:1]([CH3:4])([CH3:3])[CH3:2])([C:12]1[CH:17]=[CH:16][CH:15]=[CH:14][CH:13]=1)[C:6]1[CH:11]=[CH:10][CH:9]=[CH:8][CH:7]=1. The yield is 0.390. (3) The product is [NH2:38][C:35]1[N:36]=[CH:37][C:32]([C:8]2[CH:13]=[CH:12][C:11]([C:14]3([C:17]([O:19][C:20]([CH3:23])([CH3:22])[CH3:21])=[O:18])[CH2:16][CH2:15]3)=[CH:10][CH:9]=2)=[CH:33][N:34]=1. The reactants are C(=O)([O-])[O-].[Na+].[Na+].Br[C:8]1[CH:13]=[CH:12][C:11]([C:14]2([C:17]([O:19][C:20]([CH3:23])([CH3:22])[CH3:21])=[O:18])[CH2:16][CH2:15]2)=[CH:10][CH:9]=1.CC1(C)C(C)(C)OB([C:32]2[CH:33]=[N:34][C:35]([NH2:38])=[N:36][CH:37]=2)O1. The catalyst is O.C1(C)C=CC=CC=1.C(O)C.C1C=CC([P]([Pd]([P](C2C=CC=CC=2)(C2C=CC=CC=2)C2C=CC=CC=2)([P](C2C=CC=CC=2)(C2C=CC=CC=2)C2C=CC=CC=2)[P](C2C=CC=CC=2)(C2C=CC=CC=2)C2C=CC=CC=2)(C2C=CC=CC=2)C2C=CC=CC=2)=CC=1. The yield is 0.600. (4) The yield is 0.530. The product is [CH:1]1([CH2:4][CH2:5][N:6]2[C:11](=[O:12])[C:10]([C:13]([NH:54][CH2:29][C:41]([OH:43])=[O:42])=[O:14])=[C:9]([OH:18])[C:8]([C:19]3[CH:20]=[CH:21][CH:22]=[CH:23][CH:24]=3)=[N:7]2)[CH2:2][CH2:3]1. No catalyst specified. The reactants are [CH:1]1([CH2:4][CH2:5][N:6]2[C:11](=[O:12])[C:10]([C:13](OCC)=[O:14])=[C:9]([OH:18])[C:8]([C:19]3[CH:24]=[CH:23][CH:22]=[CH:21][CH:20]=3)=[N:7]2)[CH2:3][CH2:2]1.[H-].[Na+].OC1C(C2C=CC=CC=2)=NNC(=O)[C:29]=1[C:41]([O:43]CC)=[O:42].BrCCC1CC1.Cl.C[N:54](C)C=O.